Dataset: Full USPTO retrosynthesis dataset with 1.9M reactions from patents (1976-2016). Task: Predict the reactants needed to synthesize the given product. (1) Given the product [C:1]([O:5][C:6](=[O:26])[NH:7][CH2:8][CH:9]1[CH2:10][CH2:11][N:12]([S:15]([C:18]2[CH:23]=[CH:22][C:21]([C:24]([NH2:35])=[N:25][OH:34])=[CH:20][CH:19]=2)(=[O:17])=[O:16])[CH2:13][CH2:14]1)([CH3:4])([CH3:2])[CH3:3], predict the reactants needed to synthesize it. The reactants are: [C:1]([O:5][C:6](=[O:26])[NH:7][CH2:8][CH:9]1[CH2:14][CH2:13][N:12]([S:15]([C:18]2[CH:23]=[CH:22][C:21]([C:24]#[N:25])=[CH:20][CH:19]=2)(=[O:17])=[O:16])[CH2:11][CH2:10]1)([CH3:4])([CH3:3])[CH3:2].C(=O)([O-])[O-].[K+].[K+].Cl.[OH-:34].[NH4+:35]. (2) Given the product [CH2:7]([C@H:8]1[CH2:9][N:10]2[CH2:17][CH2:16][N:15]1[CH2:12][CH2:11]2)[C:1]1[CH:6]=[CH:5][CH:4]=[CH:3][CH:2]=1, predict the reactants needed to synthesize it. The reactants are: [C:1]1([CH2:7][C@@H:8]([NH:15][C:16](=O)[CH2:17]Cl)[CH2:9][NH:10][C:11](=O)[CH2:12]Cl)[CH:6]=[CH:5][CH:4]=[CH:3][CH:2]=1. (3) Given the product [Cl:39][C:40]1[CH:41]=[C:42]([C@@H:47]2[O:53][CH2:52][CH2:51][N:50]([C:54]([O:56][C:57]([CH3:60])([CH3:59])[CH3:58])=[O:55])[CH2:49][C@H:48]2/[CH:61]=[CH:29]/[C:28]([O:27][CH2:25][CH3:26])=[O:38])[CH:43]=[CH:44][C:45]=1[Cl:46], predict the reactants needed to synthesize it. The reactants are: [Cl-].[Li+].C1(C2CCCCCCCCCC=2)CCCCCCCCNN=1.[CH2:25]([O:27][C:28](=[O:38])[CH2:29]P(OCC)(OCC)=O)[CH3:26].[Cl:39][C:40]1[CH:41]=[C:42]([C@@H:47]2[O:53][CH2:52][CH2:51][N:50]([C:54]([O:56][C:57]([CH3:60])([CH3:59])[CH3:58])=[O:55])[CH2:49][C@H:48]2[CH:61]=O)[CH:43]=[CH:44][C:45]=1[Cl:46]. (4) Given the product [Br:1][C:2]1[C:10]2[C:5](=[CH:6][CH:7]=[C:8]([C:11]#[N:12])[CH:9]=2)[N:4]([CH3:13])[N:3]=1, predict the reactants needed to synthesize it. The reactants are: [Br:1][C:2]1[C:10]2[C:5](=[CH:6][CH:7]=[C:8]([C:11]#[N:12])[CH:9]=2)[NH:4][N:3]=1.[C:13](=O)([O-])[O-].[K+].[K+].CI. (5) The reactants are: [Si:1]([C:8]#[C:9][C:10]#[C:11][C:12]#[C:13][C:14]#[C:15][C:16]#[C:17][C:18]#[C:19][C:19]#[C:18][C:17]#[C:16][C:15]#[C:14][C:13]#[C:12][C:11]#[C:10][C:9]#[C:8][Si:1]([CH2:6][CH3:7])([CH2:2][CH3:3])[CH2:4][CH3:5])([CH2:6][CH3:7])([CH2:4][CH3:5])[CH2:2][CH3:3].C#CC#CC#CC#CC#CC#CC#CC#CC#CC#CC#CC#C. Given the product [Si:1]([C:8]#[C:9][C:10]#[C:11][C:12]#[C:13][C:14]#[C:15][C:16]#[C:17][C:18]#[CH:19])([CH2:6][CH3:7])([CH2:4][CH3:5])[CH2:2][CH3:3], predict the reactants needed to synthesize it. (6) Given the product [N:19]1([C:9]2[CH:10]=[C:11]3[C:15](=[CH:16][CH:17]=2)[C:14](=[O:18])[CH2:13][CH2:12]3)[CH2:24][CH2:23][O:22][CH2:21][CH2:20]1, predict the reactants needed to synthesize it. The reactants are: CN1CCCC1=O.F[C:9]1[CH:10]=[C:11]2[C:15](=[CH:16][CH:17]=1)[C:14](=[O:18])[CH2:13][CH2:12]2.[NH:19]1[CH2:24][CH2:23][O:22][CH2:21][CH2:20]1.O. (7) Given the product [CH3:1][C:2]1[CH:3]=[C:4]([O:18][S:29]([C:23]2[C:24]([F:28])=[CH:25][CH:26]=[CH:27][C:22]=2[F:21])(=[O:31])=[O:30])[CH:5]=[C:6]2[C:10]=1[NH:9][CH:8]=[C:7]2[CH:11]1[CH2:16][CH2:15][N:14]([CH3:17])[CH2:13][CH2:12]1.[F:21][C:22]1[CH:27]=[CH:26][CH:25]=[C:24]([F:28])[C:23]=1[S:29]([OH:31])(=[O:30])=[O:19], predict the reactants needed to synthesize it. The reactants are: [CH3:1][C:2]1[CH:3]=[C:4]([OH:18])[CH:5]=[C:6]2[C:10]=1[NH:9][CH:8]=[C:7]2[CH:11]1[CH2:16][CH2:15][N:14]([CH3:17])[CH2:13][CH2:12]1.[OH-:19].[Na+].[F:21][C:22]1[CH:27]=[CH:26][CH:25]=[C:24]([F:28])[C:23]=1[S:29](Cl)(=[O:31])=[O:30]. (8) Given the product [CH2:5]([C:35]1[CH:36]=[CH:37][C:32]([O:31][CH:30]=[C:25]2[CH:24]=[CH:23][C:22]3[C:27](=[CH:28][CH:29]=[C:20]([F:19])[CH:21]=3)[NH:26]2)=[CH:33][C:34]=1[C:39]1([C:44]2[CH:45]=[CH:46][CH:47]=[CH:48][CH:49]=2)[CH2:40][CH2:41][CH2:42][CH2:43]1)[CH:4]=[CH2:3], predict the reactants needed to synthesize it. The reactants are: [Cl-].[Li+].[CH2:3]([Sn](CCCC)(CCCC)CCCC)[CH:4]=[CH2:5].[F:19][C:20]1[CH:21]=[C:22]2[C:27](=[CH:28][CH:29]=1)[N:26]=[C:25]([CH2:30][O:31][C:32]1[CH:37]=[CH:36][C:35](O)=[C:34]([C:39]3([C:44]4[CH:49]=[CH:48][CH:47]=[CH:46][CH:45]=4)[CH2:43][CH2:42][CH2:41][CH2:40]3)[CH:33]=1)[CH:24]=[CH:23]2. (9) Given the product [CH2:37]([O:36][C:34]([NH:32][NH:33][C:14]([C@H:9]1[CH2:10][CH2:11][C:12](=[O:13])[N:8]1[C:6]([O:5][C:1]([CH3:2])([CH3:3])[CH3:4])=[O:7])=[O:16])=[O:35])[C:38]1[CH:43]=[CH:42][CH:41]=[CH:40][CH:39]=1, predict the reactants needed to synthesize it. The reactants are: [C:1]([O:5][C:6]([N:8]1[C:12](=[O:13])[CH2:11][CH2:10][C@@H:9]1[C:14]([OH:16])=O)=[O:7])([CH3:4])([CH3:3])[CH3:2].ClC(OCC(C)C)=O.C(N(CC)CC)C.[NH:32]([C:34]([O:36][CH2:37][C:38]1[CH:43]=[CH:42][CH:41]=[CH:40][CH:39]=1)=[O:35])[NH2:33]. (10) Given the product [CH:1]1([CH:4]([CH2:11][CH2:12][OH:13])[CH2:5][CH2:6][OH:7])[CH2:3][CH2:2]1, predict the reactants needed to synthesize it. The reactants are: [CH:1]1([CH:4]([CH2:11][C:12](OCC)=[O:13])[CH2:5][C:6](OCC)=[O:7])[CH2:3][CH2:2]1.[H-].[Al+3].[Li+].[H-].[H-].[H-].C(O)(C)C.Cl.